From a dataset of Forward reaction prediction with 1.9M reactions from USPTO patents (1976-2016). Predict the product of the given reaction. (1) Given the reactants COC([N:5]1[CH2:10][C@@H:9]([CH2:11][C@@H:12]([CH2:16][CH3:17])[CH2:13][CH2:14][CH3:15])[C:8](=[O:18])N(C)[C@@H]1C(C)(C)C)=O.Cl.[O:25]1CCOCC1, predict the reaction product. The product is: [NH2:5][CH2:10][C@@H:9]([CH2:11][C@@H:12]([CH2:16][CH3:17])[CH2:13][CH2:14][CH3:15])[C:8]([OH:18])=[O:25]. (2) Given the reactants [OH:1][CH2:2][C:3]1[C:4]2[N:5]([N:9]=[C:10]([CH3:17])[C:11]=2C(OCC)=O)[CH:6]=[CH:7][CH:8]=1.[OH-].[Na+], predict the reaction product. The product is: [CH3:17][C:10]1[CH:11]=[C:4]2[C:3]([CH2:2][OH:1])=[CH:8][CH:7]=[CH:6][N:5]2[N:9]=1. (3) Given the reactants [CH3:1][O:2][C:3]1[CH:4]=[C:5]([CH2:11][OH:12])[CH:6]=[C:7]([CH2:9][OH:10])[CH:8]=1.[H-].[Na+].[F:15][CH2:16][CH2:17]I.O, predict the reaction product. The product is: [F:15][CH2:16][CH2:17][O:12][CH2:11][C:5]1[CH:6]=[C:7]([CH2:9][OH:10])[CH:8]=[C:3]([O:2][CH3:1])[CH:4]=1. (4) Given the reactants COC[O:4][C:5](=O)[C:6]1[CH:11]=[C:10]([Br:12])[C:9]([O:13][CH2:14][O:15][CH3:16])=[CH:8][C:7]=1[O:17][CH2:18][O:19][CH3:20].O.[NH2:23][NH2:24], predict the reaction product. The product is: [Br:12][C:10]1[C:9]([O:13][CH2:14][O:15][CH3:16])=[CH:8][C:7]([O:17][CH2:18][O:19][CH3:20])=[C:6]([CH:11]=1)[C:5]([NH:23][NH2:24])=[O:4]. (5) Given the reactants Br[C:2]1[CH:3]=[CH:4][C:5]([F:30])=[C:6]2[C:10]=1[NH:9][C:8]([C:11]([O:13]CC)=[O:12])=[C:7]2[CH2:16][CH2:17][CH2:18][O:19][C:20]1[C:29]2[C:24](=[CH:25][CH:26]=[CH:27][CH:28]=2)[CH:23]=[CH:22][CH:21]=1.[C:31]1([CH3:40])[CH:36]=[CH:35][CH:34]=[CH:33][C:32]=1B(O)O.F[B-](F)(F)F.C([PH+](C(C)(C)C)C(C)(C)C)(C)(C)C.[F-].[Cs+].O[Li].O.Cl, predict the reaction product. The product is: [F:30][C:5]1[CH:4]=[CH:3][C:2]([C:32]2[CH:33]=[CH:34][CH:35]=[CH:36][C:31]=2[CH3:40])=[C:10]2[C:6]=1[C:7]([CH2:16][CH2:17][CH2:18][O:19][C:20]1[C:29]3[C:24](=[CH:25][CH:26]=[CH:27][CH:28]=3)[CH:23]=[CH:22][CH:21]=1)=[C:8]([C:11]([OH:13])=[O:12])[NH:9]2. (6) Given the reactants [H-].[Na+].P(=O)([O-])O[C:5](CC)([CH2:8]C)[C:6]#[N:7].I[C:15]1[CH:20]=[CH:19][C:18]([O:21][CH3:22])=[CH:17][CH:16]=1.O, predict the reaction product. The product is: [O:21]1[C:18]2[CH:17]=[CH:16][CH:15]=[CH:20][C:19]=2[CH:8]([CH2:5][CH2:6][NH2:7])[CH2:22]1. (7) Given the reactants [Cl:1][C:2]1[CH:3]=[C:4]([CH:18]=[CH:19][C:20]=1[O:21][CH3:22])[CH2:5][O:6][C:7]1[C:12]([C:13]([OH:15])=O)=[CH:11][N:10]=[C:9]([S:16][CH3:17])[N:8]=1.[F:23][C:24]1[CH:31]=[CH:30][C:27]([CH2:28][NH2:29])=[CH:26][CH:25]=1.CCN(C(C)C)C(C)C.CN(C(ON1N=NC2C=CC=NC1=2)=[N+](C)C)C.F[P-](F)(F)(F)(F)F, predict the reaction product. The product is: [Cl:1][C:2]1[CH:3]=[C:4]([CH:18]=[CH:19][C:20]=1[O:21][CH3:22])[CH2:5][O:6][C:7]1[C:12]([C:13]([NH:29][CH2:28][C:27]2[CH:30]=[CH:31][C:24]([F:23])=[CH:25][CH:26]=2)=[O:15])=[CH:11][N:10]=[C:9]([S:16][CH3:17])[N:8]=1. (8) The product is: [F:12][C:11]1[C:2]([N:17]2[CH2:16][CH2:15][N:14]([C:20]([O:22][C:23]([CH3:26])([CH3:25])[CH3:24])=[O:21])[CH2:19][CH2:18]2)=[C:3]2[C:8](=[CH:9][CH:10]=1)[N:7]=[C:6]([CH3:13])[CH:5]=[CH:4]2. Given the reactants Br[C:2]1[C:11]([F:12])=[CH:10][CH:9]=[C:8]2[C:3]=1[CH:4]=[CH:5][C:6]([CH3:13])=[N:7]2.[N:14]1([C:20]([O:22][C:23]([CH3:26])([CH3:25])[CH3:24])=[O:21])[CH2:19][CH2:18][NH:17][CH2:16][CH2:15]1.C1(P(C2C(P(C3C=CC=CC=3)C3C=CC=CC=3)=C(C3C4C(=CC=CC=4)C=CC=3)C3C(C=2)=CC=CC=3)C2C=CC=CC=2)C=CC=CC=1.C(=O)([O-])[O-].[Cs+].[Cs+], predict the reaction product.